From a dataset of Forward reaction prediction with 1.9M reactions from USPTO patents (1976-2016). Predict the product of the given reaction. (1) Given the reactants CS[C:3]1[N:8]=[C:7]([C:9]2[CH:14]=[CH:13][C:12]([Cl:15])=[CH:11][C:10]=2[Cl:16])[C:6]([C:17]2[CH:22]=[CH:21][C:20]([Cl:23])=[CH:19][CH:18]=2)=[CH:5][N:4]=1.[CH3:24][C:25]([OH:34])([CH3:33])[C:26]1[CH:31]=[CH:30][C:29]([F:32])=[CH:28][CH:27]=1, predict the reaction product. The product is: [CH3:24][C:25]([CH3:33])([O:34][C:3]1[N:8]=[C:7]([C:9]2[CH:14]=[CH:13][C:12]([Cl:15])=[CH:11][C:10]=2[Cl:16])[C:6]([C:17]2[CH:22]=[CH:21][C:20]([Cl:23])=[CH:19][CH:18]=2)=[CH:5][N:4]=1)[C:26]1[CH:31]=[CH:30][C:29]([F:32])=[CH:28][CH:27]=1. (2) Given the reactants [F:1][C:2]1[CH:7]=[CH:6][C:5]([N:8]2[C:11](=[O:12])[C@H:10]([S:13][CH2:14][C:15]([C:17]3[CH:22]=[CH:21][C:20]([F:23])=[CH:19][CH:18]=3)=[O:16])[C@H:9]2[C:24]2[CH:42]=[CH:41][C:27]([O:28][CH2:29][C:30]([NH:32][CH2:33][C:34]([NH:36][CH2:37][C:38](O)=[O:39])=[O:35])=[O:31])=[CH:26][CH:25]=2)=[CH:4][CH:3]=1.CN1CCOCC1.CN(C(ON1N=NC2C=CC=CC1=2)=[N+](C)C)C.[B-](F)(F)(F)F.[CH2:72]([NH:79][CH2:80][C:81]([OH:83])=[O:82])[C:73]1[CH:78]=[CH:77][CH:76]=[CH:75][CH:74]=1.[BH4-].[Na+], predict the reaction product. The product is: [F:1][C:2]1[CH:7]=[CH:6][C:5]([N:8]2[C:11](=[O:12])[C@H:10]([S:13][CH2:14][CH:15]([C:17]3[CH:18]=[CH:19][C:20]([F:23])=[CH:21][CH:22]=3)[OH:16])[C@H:9]2[C:24]2[CH:42]=[CH:41][C:27]([O:28][CH2:29][C:30]([NH:32][CH2:33][C:34]([NH:36][CH2:37][C:38]([N:79]([CH2:72][C:73]3[CH:78]=[CH:77][CH:76]=[CH:75][CH:74]=3)[CH2:80][C:81]([OH:83])=[O:82])=[O:39])=[O:35])=[O:31])=[CH:26][CH:25]=2)=[CH:4][CH:3]=1. (3) Given the reactants [NH2:1][C:2]1[CH:22]=[CH:21][C:5]([O:6][C:7]2[CH:20]=[CH:19][C:10]([CH2:11][CH:12]3[CH2:16][O:15][C:14](=[O:17])[N:13]3[CH3:18])=[CH:9][CH:8]=2)=[CH:4][CH:3]=1.Cl[C:24]1[CH:29]=[CH:28][CH:27]=[CH:26][N:25]=1, predict the reaction product. The product is: [CH3:18][N:13]1[CH:12]([CH2:11][C:10]2[CH:19]=[CH:20][C:7]([O:6][C:5]3[CH:21]=[CH:22][C:2]([NH:1][C:24]4[CH:29]=[CH:28][CH:27]=[CH:26][N:25]=4)=[CH:3][CH:4]=3)=[CH:8][CH:9]=2)[CH2:16][O:15][C:14]1=[O:17].